From a dataset of Reaction yield outcomes from USPTO patents with 853,638 reactions. Predict the reaction yield, written as a fraction of the theoretical maximum amount of product (1.0 means a 100% yield; for example, 0.34 means a 34% yield). (1) The reactants are [Cl:1][C:2]1[C:3](=[O:18])[N:4]([CH2:9][C:10]2[CH:15]=[CH:14][C:13]([O:16][CH3:17])=[CH:12][CH:11]=2)[CH:5]=C(Cl)N=1.[CH3:19][O:20][C:21](=[O:28])[C:22]#[C:23][C:24]([O:26][CH3:27])=[O:25]. The catalyst is C1(C)C(C)=CC=CC=1. The product is [Cl:1][C:2]1[C:3](=[O:18])[N:4]([CH2:9][C:10]2[CH:11]=[CH:12][C:13]([O:16][CH3:17])=[CH:14][CH:15]=2)[CH:5]=[C:22]([C:21]([O:20][CH3:19])=[O:28])[C:23]=1[C:24]([O:26][CH3:27])=[O:25]. The yield is 0.333. (2) The product is [Cl:1][C:2]1[CH:7]=[CH:6][C:5]([O:8][CH3:9])=[CH:4][C:3]=1[CH:10]([CH3:26])[C:11]([C:13]1[CH:14]=[CH:15][C:16]2[O:20][C:19](=[O:21])[N:18]([CH3:22])[C:17]=2[CH:23]=1)=[O:12]. The yield is 0.600. The reactants are [Cl:1][C:2]1[CH:7]=[CH:6][C:5]([O:8][CH3:9])=[CH:4][C:3]=1[CH2:10][C:11]([C:13]1[CH:14]=[CH:15][C:16]2[O:20][C:19](=[O:21])[N:18]([CH3:22])[C:17]=2[CH:23]=1)=[O:12].[H-].[Na+].[CH3:26]I. The catalyst is CN(C=O)C. (3) The reactants are [F:1][C:2]([F:22])([C:14]1[CH:19]=[CH:18][CH:17]=[CH:16][C:15]=1[O:20][CH3:21])[CH2:3][O:4][C:5]1[CH:10]=[CH:9][C:8]([CH2:11][C:12]#[N:13])=[CH:7][CH:6]=1.Cl. The catalyst is CO.O1CCCC1.[Pt](=O)=O. The product is [F:1][C:2]([F:22])([C:14]1[CH:19]=[CH:18][CH:17]=[CH:16][C:15]=1[O:20][CH3:21])[CH2:3][O:4][C:5]1[CH:6]=[CH:7][C:8]([CH2:11][CH2:12][NH2:13])=[CH:9][CH:10]=1. The yield is 0.510.